Dataset: Peptide-MHC class II binding affinity with 134,281 pairs from IEDB. Task: Regression. Given a peptide amino acid sequence and an MHC pseudo amino acid sequence, predict their binding affinity value. This is MHC class II binding data. (1) The binding affinity (normalized) is 0.361. The peptide sequence is SKLTYENVKMEDVGY. The MHC is DRB1_1001 with pseudo-sequence DRB1_1001. (2) The peptide sequence is GELQIVDMIDAAFKI. The MHC is DRB3_0101 with pseudo-sequence DRB3_0101. The binding affinity (normalized) is 0.581. (3) The peptide sequence is ASAAILGHDGTVWAQ. The MHC is DRB1_0301 with pseudo-sequence DRB1_0301. The binding affinity (normalized) is 0.354. (4) The peptide sequence is LMSTRRVLEREQIPT. The MHC is DRB1_1501 with pseudo-sequence DRB1_1501. The binding affinity (normalized) is 0.0681. (5) The peptide sequence is QEMIKYMTLVSAAER. The MHC is DRB1_1302 with pseudo-sequence DRB1_1302. The binding affinity (normalized) is 0.373. (6) The peptide sequence is TSGSPIVNRNGEVIG. The MHC is DRB1_0801 with pseudo-sequence DRB1_0801. The binding affinity (normalized) is 0.375.